This data is from Catalyst prediction with 721,799 reactions and 888 catalyst types from USPTO. The task is: Predict which catalyst facilitates the given reaction. (1) Reactant: [C:1]([C:9]1[CH:18]=[C:17]2[C:12]([CH:13]=[CH:14][CH:15]=[C:16]2[N:19]2[CH2:24][CH2:23][N:22]([CH3:25])[CH2:21][CH2:20]2)=[CH:11][CH:10]=1)(=[O:8])[C:2]1[CH:7]=[CH:6][CH:5]=[CH:4][CH:3]=1.[BH4-].[Na+]. Product: [OH:8][CH:1]([C:9]1[CH:18]=[C:17]2[C:12]([CH:13]=[CH:14][CH:15]=[C:16]2[N:19]2[CH2:24][CH2:23][N:22]([CH3:25])[CH2:21][CH2:20]2)=[CH:11][CH:10]=1)[C:2]1[CH:3]=[CH:4][CH:5]=[CH:6][CH:7]=1. The catalyst class is: 8. (2) Reactant: [CH3:1][N:2]([C:7]1[CH:16]=[CH:15][CH:14]=[CH:13][C:8]=1[C:9](OC)=[O:10])[S:3]([CH3:6])(=[O:5])=[O:4].CC(C[AlH]CC(C)C)C.C1(C)C=CC=CC=1. Product: [OH:10][CH2:9][C:8]1[CH:13]=[CH:14][CH:15]=[CH:16][C:7]=1[N:2]([CH3:1])[S:3]([CH3:6])(=[O:5])=[O:4]. The catalyst class is: 2. (3) Reactant: [CH:1]1([C@@H:6]([CH3:18])[C:7](N2[C@H](C(C)C)COC2=O)=[O:8])[CH2:5][CH2:4][CH2:3][CH2:2]1.[OH:19][Li].O.OO. Product: [CH:1]1([C@@H:6]([CH3:18])[C:7]([OH:8])=[O:19])[CH2:2][CH2:3][CH2:4][CH2:5]1. The catalyst class is: 20.